This data is from Forward reaction prediction with 1.9M reactions from USPTO patents (1976-2016). The task is: Predict the product of the given reaction. (1) Given the reactants [H-].[Na+].CN(C)C=O.[CH3:8][N:9]1[C:13]([CH2:14][OH:15])=[CH:12][CH:11]=[N:10]1.F[C:17]1[CH:22]=[CH:21][C:20]([F:23])=[CH:19][N:18]=1, predict the reaction product. The product is: [F:23][C:20]1[CH:21]=[CH:22][C:17]([O:15][CH2:14][C:13]2[N:9]([CH3:8])[N:10]=[CH:11][CH:12]=2)=[N:18][CH:19]=1. (2) Given the reactants [NH2:1][N:2]1[CH2:7][CH2:6][N:5]([C:8]([O:10][C:11]([CH3:14])([CH3:13])[CH3:12])=[O:9])[CH2:4][CH2:3]1.[O:15]=[C:16]1[CH2:21][S:20][C:19]2[CH:22]=[CH:23][C:24]([C:26](O)=[O:27])=[N:25][C:18]=2[NH:17]1.C(Cl)CCl.C1C=CC2N(O)N=NC=2C=1, predict the reaction product. The product is: [O:15]=[C:16]1[CH2:21][S:20][C:19]2[CH:22]=[CH:23][C:24]([C:26]([NH:1][N:2]3[CH2:3][CH2:4][N:5]([C:8]([O:10][C:11]([CH3:14])([CH3:13])[CH3:12])=[O:9])[CH2:6][CH2:7]3)=[O:27])=[N:25][C:18]=2[NH:17]1. (3) Given the reactants Br[C:2]1[C:12]2[O:11][CH2:10][CH2:9][N:8]([C:13]([O:15][C:16]([CH3:19])([CH3:18])[CH3:17])=[O:14])[CH2:7][C:6]=2[CH:5]=[CH:4][CH:3]=1.[N:20]1[CH:25]=[CH:24][CH:23]=[C:22](B(O)O)[CH:21]=1.O, predict the reaction product. The product is: [N:20]1[CH:25]=[CH:24][CH:23]=[C:22]([C:2]2[C:12]3[O:11][CH2:10][CH2:9][N:8]([C:13]([O:15][C:16]([CH3:19])([CH3:18])[CH3:17])=[O:14])[CH2:7][C:6]=3[CH:5]=[CH:4][CH:3]=2)[CH:21]=1. (4) Given the reactants [NH:1]([C:192]([CH3:194])=[O:193])[C@H:2]([C:27]([NH:29][C@H:30]([C:35]([NH:37][C@H:38]([C:47]([NH:49][C@H:50]([C:55]([NH:57][C@H:58]([C:83]([NH:85][C@H:86]([C:91]([NH:93][C@H:94]([C:96]([NH:98][C@H:99]([C:104]([NH:106][C@H:107]([C:132]([NH:134][C@H:135]([C:140]([NH:142][C@H:143]([C:152]([NH:154][C@H:155]([C:160]([NH:162][C@H:163]([C:188]([O:190][CH3:191])=[O:189])[CH2:164][CH2:165][CH2:166][NH:167][C:168](=[NH:187])[NH:169]S(C1C(C)=C2C(OC(C2)(C)C)=C(C)C=1C)(=O)=O)=[O:161])[CH2:156][CH:157]([CH3:159])[CH3:158])=[O:153])[CH2:144][C:145](=[O:151])[O:146]C(C)(C)C)=[O:141])[CH2:136][CH:137]([CH3:139])[CH3:138])=[O:133])[CH2:108][CH2:109][CH2:110][NH:111][C:112](=[NH:131])[NH:113]S(C1C(C)=C2C(OC(C2)(C)C)=C(C)C=1C)(=O)=O)=[O:105])[CH2:100][CH:101]([CH3:103])[CH3:102])=[O:97])[CH3:95])=[O:92])[CH2:87][CH:88]([CH3:90])[CH3:89])=[O:84])[CH2:59][CH2:60][CH2:61][NH:62][C:63](=[NH:82])[NH:64]S(C1C(C)=C2C(OC(C2)(C)C)=C(C)C=1C)(=O)=O)=[O:56])[CH2:51][CH:52]([CH3:54])[CH3:53])=[O:48])[CH2:39][C:40](=[O:46])[O:41]C(C)(C)C)=[O:36])[CH2:31][CH:32]([CH3:34])[CH3:33])=[O:28])[CH2:3][CH2:4][CH2:5][NH:6][C:7](=[NH:26])[NH:8]S(C1C(C)=C2C(OC(C2)(C)C)=C(C)C=1C)(=O)=O.C(O)(C(F)(F)F)=O, predict the reaction product. The product is: [NH:1]([C:192]([CH3:194])=[O:193])[C@H:2]([C:27]([NH:29][C@H:30]([C:35]([NH:37][C@H:38]([C:47]([NH:49][C@H:50]([C:55]([NH:57][C@H:58]([C:83]([NH:85][C@H:86]([C:91]([NH:93][C@H:94]([C:96]([NH:98][C@H:99]([C:104]([NH:106][C@H:107]([C:132]([NH:134][C@H:135]([C:140]([NH:142][C@H:143]([C:152]([NH:154][C@H:155]([C:160]([NH:162][C@H:163]([C:188]([O:190][CH3:191])=[O:189])[CH2:164][CH2:165][CH2:166][NH:167][C:168](=[NH:169])[NH2:187])=[O:161])[CH2:156][CH:157]([CH3:158])[CH3:159])=[O:153])[CH2:144][C:145](=[O:146])[OH:151])=[O:141])[CH2:136][CH:137]([CH3:138])[CH3:139])=[O:133])[CH2:108][CH2:109][CH2:110][NH:111][C:112](=[NH:113])[NH2:131])=[O:105])[CH2:100][CH:101]([CH3:103])[CH3:102])=[O:97])[CH3:95])=[O:92])[CH2:87][CH:88]([CH3:90])[CH3:89])=[O:84])[CH2:59][CH2:60][CH2:61][NH:62][C:63](=[NH:64])[NH2:82])=[O:56])[CH2:51][CH:52]([CH3:54])[CH3:53])=[O:48])[CH2:39][C:40](=[O:41])[OH:46])=[O:36])[CH2:31][CH:32]([CH3:33])[CH3:34])=[O:28])[CH2:3][CH2:4][CH2:5][NH:6][C:7](=[NH:8])[NH2:26]. (5) Given the reactants C(OC([N:8]1[CH2:13][CH2:12][C:11](=[N:14][O:15][CH3:16])[CH2:10][CH2:9]1)=O)(C)(C)C.[ClH:17].O1CCOCC1, predict the reaction product. The product is: [ClH:17].[CH3:16][O:15][N:14]=[C:11]1[CH2:12][CH2:13][NH:8][CH2:9][CH2:10]1. (6) Given the reactants [F:1][C:2]([F:33])([F:32])[C:3]1[CH:4]=[C:5]([C@H:13]2[O:17][C:16](=[O:18])[N:15]([CH2:19][C:20]3[C:25](I)=[CH:24][N:23]=[C:22]([C:27]([F:30])([F:29])[F:28])[CH:21]=3)[C@H:14]2[CH3:31])[CH:6]=[C:7]([C:9]([F:12])([F:11])[F:10])[CH:8]=1.[F:34][C:35]1[C:40]([CH:41]([CH3:43])[CH3:42])=[CH:39][C:38](B(O)O)=[C:37]([O:47][CH3:48])[CH:36]=1.O, predict the reaction product. The product is: [F:1][C:2]([F:33])([F:32])[C:3]1[CH:4]=[C:5]([C@H:13]2[O:17][C:16](=[O:18])[N:15]([CH2:19][C:20]3[C:25]([C:38]4[CH:39]=[C:40]([CH:41]([CH3:43])[CH3:42])[C:35]([F:34])=[CH:36][C:37]=4[O:47][CH3:48])=[CH:24][N:23]=[C:22]([C:27]([F:30])([F:29])[F:28])[CH:21]=3)[C@H:14]2[CH3:31])[CH:6]=[C:7]([C:9]([F:12])([F:11])[F:10])[CH:8]=1. (7) Given the reactants [N:1]1[C:10]2[C:5](=[CH:6][CH:7]=[C:8]([C:11]([O:13][CH3:14])=[O:12])[CH:9]=2)[CH:4]=[CH:3][CH:2]=1.C(OO)(=[O:17])C, predict the reaction product. The product is: [CH3:14][O:13][C:11]([C:8]1[CH:9]=[C:10]2[C:5]([CH:4]=[CH:3][CH:2]=[N+:1]2[O-:17])=[CH:6][CH:7]=1)=[O:12]. (8) Given the reactants [Br:1][C:2]1[CH:29]=[C:28]([CH3:30])[C:27]([C:31]([F:34])([F:33])[F:32])=[CH:26][C:3]=1[CH2:4][N:5]([CH2:11][C:12]1[CH:17]=[C:16]([C:18]([F:21])([F:20])[F:19])[CH:15]=[C:14]([C:22]([F:25])([F:24])[F:23])[CH:13]=1)[C:6]1[N:7]=[N:8][NH:9][N:10]=1.[C:35](=O)([O-])[O-].[Na+].[Na+].CN(C)C=O.S(OC)(OC)(=O)=O, predict the reaction product. The product is: [Br:1][C:2]1[CH:29]=[C:28]([CH3:30])[C:27]([C:31]([F:34])([F:32])[F:33])=[CH:26][C:3]=1[CH2:4][N:5]([CH2:11][C:12]1[CH:13]=[C:14]([C:22]([F:23])([F:24])[F:25])[CH:15]=[C:16]([C:18]([F:19])([F:20])[F:21])[CH:17]=1)[C:6]1[N:7]=[N:8][N:9]([CH3:35])[N:10]=1. (9) Given the reactants [Br:1][C:2]1[CH:7]=[CH:6][C:5]([OH:8])=[CH:4][N:3]=1.[O:9]1[CH:14]=[CH:13][CH2:12][CH2:11][CH2:10]1.C1(C)C=CC(S(O)(=O)=O)=CC=1, predict the reaction product. The product is: [Br:1][C:2]1[CH:7]=[CH:6][C:5]([O:8][CH:10]2[CH2:11][CH2:12][CH2:13][CH2:14][O:9]2)=[CH:4][N:3]=1. (10) Given the reactants [ClH:1].[F:2][C:3]1[C:22]([F:23])=[C:21]([CH2:24][N:25]2[C:33](=[O:34])[C:32]([C:35](=[O:57])[NH:36][C:37]3[CH:42]=[CH:41][C:40]([C:43]([F:46])([F:45])[F:44])=[CH:39][C:38]=3[C:47]3[CH:52]=[C:51]([C:53]([F:56])([F:55])[F:54])[N:50]=[CH:49][N:48]=3)=[C:31]([OH:58])[C:27]3([CH2:30][CH2:29][CH2:28]3)[N:26]2[CH3:59])[CH:20]=[CH:19][C:4]=1[O:5][CH2:6][C@@H:7]1[CH2:11][CH2:10][CH2:9][N:8]1C(OC(C)(C)C)=O, predict the reaction product. The product is: [ClH:1].[F:23][C:22]1[C:3]([F:2])=[C:4]([O:5][CH2:6][C@@H:7]2[CH2:11][CH2:10][CH2:9][NH:8]2)[CH:19]=[CH:20][C:21]=1[CH2:24][N:25]1[C:33](=[O:34])[C:32]([C:35]([NH:36][C:37]2[CH:42]=[CH:41][C:40]([C:43]([F:45])([F:46])[F:44])=[CH:39][C:38]=2[C:47]2[CH:52]=[C:51]([C:53]([F:54])([F:55])[F:56])[N:50]=[CH:49][N:48]=2)=[O:57])=[C:31]([OH:58])[C:27]2([CH2:28][CH2:29][CH2:30]2)[N:26]1[CH3:59].